Dataset: Full USPTO retrosynthesis dataset with 1.9M reactions from patents (1976-2016). Task: Predict the reactants needed to synthesize the given product. The reactants are: [NH2:1][C:2]1[CH:3]=[C:4]([CH:8]=[CH:9][CH:10]=1)[C:5]([NH2:7])=[O:6].C(O)(=O)C.[CH:15](OCC)(OCC)OCC.[N-:25]=[N+:26]=[N-:27].[Na+].Cl.N([O-])=O.[Na+]. Given the product [N:1]1([C:2]2[CH:3]=[C:4]([CH:8]=[CH:9][CH:10]=2)[C:5]([NH2:7])=[O:6])[CH:15]=[N:27][N:26]=[N:25]1, predict the reactants needed to synthesize it.